Dataset: Forward reaction prediction with 1.9M reactions from USPTO patents (1976-2016). Task: Predict the product of the given reaction. (1) Given the reactants [N+:1]([C:4]1[CH:5]=[CH:6][C:7]([NH:10][CH2:11][CH:12]2[CH2:17][CH2:16][O:15][CH2:14][CH2:13]2)=[N:8][CH:9]=1)([O-])=O, predict the reaction product. The product is: [O:15]1[CH2:16][CH2:17][CH:12]([CH2:11][NH:10][C:7]2[CH:6]=[CH:5][C:4]([NH2:1])=[CH:9][N:8]=2)[CH2:13][CH2:14]1. (2) Given the reactants Cl[C:2]([O:4][CH2:5][CH3:6])=[O:3].[NH2:7][C:8]1[C:17]2[N:18]=[C:19]([CH2:26][CH2:27][CH2:28][CH3:29])[N:20]([CH2:21][CH2:22][CH2:23][CH2:24][NH2:25])[C:16]=2[C:15]2[N:14]=[CH:13][CH:12]=[CH:11][C:10]=2[N:9]=1, predict the reaction product. The product is: [NH2:7][C:8]1[C:17]2[N:18]=[C:19]([CH2:26][CH2:27][CH2:28][CH3:29])[N:20]([CH2:21][CH2:22][CH2:23][CH2:24][NH:25][C:2](=[O:3])[O:4][CH2:5][CH3:6])[C:16]=2[C:15]2[N:14]=[CH:13][CH:12]=[CH:11][C:10]=2[N:9]=1. (3) Given the reactants [CH2:1]([O:3][C:4](=[O:17])[CH:5]([O:15][CH3:16])[CH2:6][C:7]1[CH:12]=[CH:11][C:10]([OH:13])=[C:9]([CH3:14])[CH:8]=1)[CH3:2].Br[CH2:19][CH2:20][CH2:21][O:22][C:23]1[CH:28]=[CH:27][C:26]([C:29]([C:31]2[CH:36]=[CH:35][CH:34]=[CH:33][CH:32]=2)=[O:30])=[CH:25][CH:24]=1, predict the reaction product. The product is: [CH2:1]([O:3][C:4](=[O:17])[CH:5]([O:15][CH3:16])[CH2:6][C:7]1[CH:12]=[CH:11][C:10]([O:13][CH2:19][CH2:20][CH2:21][O:22][C:23]2[CH:28]=[CH:27][C:26]([C:29](=[O:30])[C:31]3[CH:36]=[CH:35][CH:34]=[CH:33][CH:32]=3)=[CH:25][CH:24]=2)=[C:9]([CH3:14])[CH:8]=1)[CH3:2]. (4) Given the reactants Br[C:2]1[N:10]([CH2:11][C:12]2[CH:17]=[CH:16][CH:15]=[CH:14][C:13]=2[CH3:18])[C:9]2[C:8](=[O:19])[NH:7][C:6](=[O:20])[N:5]([CH3:21])[C:4]=2[N:3]=1.[NH:22]1[CH2:28][CH2:27][CH2:26][CH2:25][CH:24]([NH2:29])[CH2:23]1.C(N(CC)CC)C.O, predict the reaction product. The product is: [NH2:29][CH:24]1[CH2:25][CH2:26][CH2:27][CH2:28][N:22]([C:2]2[N:10]([CH2:11][C:12]3[CH:17]=[CH:16][CH:15]=[CH:14][C:13]=3[CH3:18])[C:9]3[C:8](=[O:19])[NH:7][C:6](=[O:20])[N:5]([CH3:21])[C:4]=3[N:3]=2)[CH2:23]1. (5) Given the reactants [CH2:1]([CH:11]([CH2:63][CH2:64][CH2:65][CH2:66][CH2:67][CH2:68]CCCCCC)[CH2:12][N:13]=[C:14]([C:16]1[C:25]2[C:24]([C:26]([OH:28])=[O:27])=[C:23]([Br:29])[C:22]([Br:30])=[C:21]([C:31]([OH:33])=[O:32])[C:20]=2[C:19]([C:34](=[N:36][CH2:37][CH:38]([CH2:51][CH2:52][CH2:53][CH2:54]CCCCCC)[CH2:39][CH2:40][CH2:41][CH2:42][CH2:43][CH2:44]CCCCCC)[OH:35])=[C:18]([Br:61])[C:17]=1[Br:62])[OH:15])[CH2:2][CH2:3][CH2:4]CCCCCC.C(C(CCCCCC)CN)CCC, predict the reaction product. The product is: [CH2:51]([CH:38]([CH2:39][CH2:40][CH2:41][CH2:42][CH2:43][CH3:44])[CH2:37][N:36]=[C:34]([C:19]1[C:20]2[C:21]([C:31]([OH:33])=[O:32])=[C:22]([Br:30])[C:23]([Br:29])=[C:24]([C:26]([OH:28])=[O:27])[C:25]=2[C:16]([C:14](=[N:13][CH2:12][CH:11]([CH2:1][CH2:2][CH2:3][CH3:4])[CH2:63][CH2:64][CH2:65][CH2:66][CH2:67][CH3:68])[OH:15])=[C:17]([Br:62])[C:18]=1[Br:61])[OH:35])[CH2:52][CH2:53][CH3:54]. (6) Given the reactants F[C:2]1[CH:10]=[CH:9][CH:8]=[C:7]2[C:3]=1[CH:4]=[CH:5][NH:6]2.[H-].[Na+].Br[CH2:14][CH2:15][CH2:16][CH2:17][CH2:18][B:19]([OH:21])[OH:20].[CH3:22]N(C)C=O, predict the reaction product. The product is: [CH3:22][C:5]1[N:6]([CH2:14][CH2:15][CH2:16][CH2:17][CH2:18][B:19]([OH:21])[OH:20])[C:7]2[C:3]([CH:4]=1)=[CH:2][CH:10]=[CH:9][CH:8]=2. (7) Given the reactants [CH3:1][Mg]Cl.[CH3:4][N:5]([CH3:28])[C:6]1[N:11]=[CH:10][C:9]2[O:12][C:13]3[C:18]([C:19](=[O:20])[C:8]=2[CH:7]=1)=[CH:17][C:16]([C:21]1[C:22]([F:27])=[N:23][CH:24]=[CH:25][CH:26]=1)=[CH:15][CH:14]=3, predict the reaction product. The product is: [CH3:4][N:5]([CH3:28])[C:6]1[N:11]=[CH:10][C:9]2[O:12][C:13]3[C:18]([C:19]([CH3:1])([OH:20])[C:8]=2[CH:7]=1)=[CH:17][C:16]([C:21]1[C:22]([F:27])=[N:23][CH:24]=[CH:25][CH:26]=1)=[CH:15][CH:14]=3. (8) Given the reactants [CH3:1][C:2]1[CH:21]=[CH:20][C:19](B2OC(C)(C)C(C)(C)O2)=[CH:18][C:3]=1[C:4]([NH:6][CH2:7][C:8]12[CH2:17][CH:12]3[CH2:13][CH:14]([CH2:16][CH:10]([CH2:11]3)[CH2:9]1)[CH2:15]2)=[O:5].Cl[C:32]1[C:37]([C:38]([O:40]CC)=[O:39])=[CH:36][CH:35]=[CH:34][N:33]=1.C(=O)([O-])[O-].[Na+].[Na+].[OH-].[Na+].Cl, predict the reaction product. The product is: [CH3:1][C:2]1[CH:21]=[CH:20][C:19]([C:32]2[C:37]([C:38]([OH:40])=[O:39])=[CH:36][CH:35]=[CH:34][N:33]=2)=[CH:18][C:3]=1[C:4]([NH:6][CH2:7][C:8]12[CH2:15][CH:14]3[CH2:16][CH:10]([CH2:11][CH:12]([CH2:13]3)[CH2:17]1)[CH2:9]2)=[O:5].